Dataset: Reaction yield outcomes from USPTO patents with 853,638 reactions. Task: Predict the reaction yield, written as a fraction of the theoretical maximum amount of product (1.0 means a 100% yield; for example, 0.34 means a 34% yield). (1) The catalyst is C1COCC1.C1C=CC(P(C2C=CC=CC=2)[C-]2C=CC=C2)=CC=1.C1C=CC(P(C2C=CC=CC=2)[C-]2C=CC=C2)=CC=1.Cl[Pd]Cl.[Fe+2]. The reactants are Br[C:2]1[CH:3]=[C:4]([C:8]([O:10][CH3:11])=[O:9])[S:5][C:6]=1[Cl:7].C([O-])([O-])=O.[Na+].[Na+].[CH2:18]([N:20]1[C:24](B2OC(C)(C)C(C)(C)O2)=[CH:23][CH:22]=[N:21]1)[CH3:19]. The product is [Cl:7][C:6]1[S:5][C:4]([C:8]([O:10][CH3:11])=[O:9])=[CH:3][C:2]=1[C:24]1[N:20]([CH2:18][CH3:19])[N:21]=[CH:22][CH:23]=1. The yield is 0.820. (2) The reactants are [CH3:1][O:2][C:3]([C:5]1[C:13]([NH:14][C:15]2[CH:20]=[CH:19][C:18]([Br:21])=[CH:17][C:16]=2[Cl:22])=[C:12]([F:23])[C:8]2[N:9]=[CH:10][NH:11][C:7]=2[CH:6]=1)=[O:4].C([O-])([O-])=O.[K+].[K+].[C:30]([O:34][C:35]([CH3:38])([CH3:37])[CH3:36])(=[O:33])[CH:31]=[CH2:32]. The catalyst is CN(C=O)C.C(OCC)(=O)C. The product is [CH3:1][O:2][C:3]([C:5]1[C:13]([NH:14][C:15]2[CH:20]=[CH:19][C:18]([Br:21])=[CH:17][C:16]=2[Cl:22])=[C:12]([F:23])[C:8]2[N:9]=[CH:10][N:11]([CH2:32][CH2:31][C:30]([O:34][C:35]([CH3:38])([CH3:37])[CH3:36])=[O:33])[C:7]=2[CH:6]=1)=[O:4]. The yield is 0.620. (3) The reactants are O=P(Cl)(Cl)[Cl:3].[CH3:6][C@H:7]1[C:15]2[C:14](O)=[N:13][CH:12]=[N:11][C:10]=2[CH2:9][CH2:8]1.C([O-])(O)=O.[Na+]. The catalyst is ClCCCl. The product is [Cl:3][C:14]1[C:15]2[C@H:7]([CH3:6])[CH2:8][CH2:9][C:10]=2[N:11]=[CH:12][N:13]=1. The yield is 0.611. (4) The reactants are [OH-].[Na+].[CH:3]1([CH:6]=[O:7])[CH2:5][CH2:4]1.[N+:8]([CH3:11])([O-:10])=[O:9]. The catalyst is O.CO. The product is [CH:3]1([CH:6]([OH:7])[CH2:11][N+:8]([O-:10])=[O:9])[CH2:5][CH2:4]1. The yield is 0.860. (5) The reactants are [OH:1][C:2]1[CH:7]=[CH:6][C:5]([C:8]2[CH:16]=[CH:15][C:11]([C:12]([OH:14])=[O:13])=[CH:10][CH:9]=2)=[CH:4][CH:3]=1.Br[CH2:18][CH2:19][CH2:20][CH2:21][CH2:22][CH2:23][OH:24].[OH-].[K+]. The catalyst is C(O)C.[I-].[K+]. The product is [OH:24][CH2:23][CH2:22][CH2:21][CH2:20][CH2:19][CH2:18][O:1][C:2]1[CH:3]=[CH:4][C:5]([C:8]2[CH:16]=[CH:15][C:11]([C:12]([OH:14])=[O:13])=[CH:10][CH:9]=2)=[CH:6][CH:7]=1. The yield is 0.420. (6) The reactants are [CH:1]([C:3]1[CH:12]=[CH:11][C:6]([C:7]([O:9][CH3:10])=[O:8])=[CH:5][CH:4]=1)=[O:2].[CH2:13]([Mg]Br)[CH2:14][CH3:15]. The catalyst is O1CCCC1. The product is [OH:2][CH:1]([C:3]1[CH:12]=[CH:11][C:6]([C:7]([O:9][CH3:10])=[O:8])=[CH:5][CH:4]=1)[CH2:13][CH2:14][CH3:15]. The yield is 0.470. (7) The reactants are [H-].C([Al+]CC(C)C)C(C)C.[F:11][C:12]([F:35])([F:34])[C:13]1[C:18]([C:19](OCC)=[O:20])=[CH:17][C:16]([C:24]2[CH:25]=[N:26][C:27]([C:30]([F:33])([F:32])[F:31])=[N:28][CH:29]=2)=[CH:15][N:14]=1. The catalyst is C(Cl)Cl. The product is [F:35][C:12]([F:11])([F:34])[C:13]1[C:18]([CH2:19][OH:20])=[CH:17][C:16]([C:24]2[CH:29]=[N:28][C:27]([C:30]([F:31])([F:32])[F:33])=[N:26][CH:25]=2)=[CH:15][N:14]=1. The yield is 0.630.